The task is: Predict the reactants needed to synthesize the given product.. This data is from Full USPTO retrosynthesis dataset with 1.9M reactions from patents (1976-2016). (1) The reactants are: [CH2:1]([C:3]1[C:12]2[C:7](=[CH:8][C:9]([O:15][CH3:16])=[C:10]([O:13][CH3:14])[CH:11]=2)[CH:6]=[C:5]([OH:17])[N:4]=1)[CH3:2].Cl.Cl[CH2:20][C:21]1[C:22]([NH:34][CH2:35][CH3:36])=[N:23][C:24]2[C:29]([CH:30]=1)=[CH:28][C:27]([O:31][CH3:32])=[C:26]([F:33])[CH:25]=2.[Li+].[OH-]. Given the product [CH2:1]([C:3]1[C:12]2[C:7](=[CH:8][C:9]([O:15][CH3:16])=[C:10]([O:13][CH3:14])[CH:11]=2)[C:6]([CH2:20][C:21]2[C:22]([NH:34][CH2:35][CH3:36])=[N:23][C:24]3[C:29]([CH:30]=2)=[CH:28][C:27]([O:31][CH3:32])=[C:26]([F:33])[CH:25]=3)=[C:5]([OH:17])[N:4]=1)[CH3:2], predict the reactants needed to synthesize it. (2) Given the product [F:12][C:13]([F:26])([F:27])[C:14]1[CH:21]=[C:20]([C:22]([F:25])([F:23])[F:24])[CH:19]=[CH:18][C:15]=1[CH2:16][O:9][C:8]1[CH:10]=[CH:11][C:3]([CH:2]=[O:1])=[CH:4][C:5]=1[O:6][CH3:7], predict the reactants needed to synthesize it. The reactants are: [O:1]=[CH:2][C:3]1[CH:11]=[CH:10][C:8]([OH:9])=[C:5]([O:6][CH3:7])[CH:4]=1.[F:12][C:13]([F:27])([F:26])[C:14]1[CH:21]=[C:20]([C:22]([F:25])([F:24])[F:23])[CH:19]=[CH:18][C:15]=1[CH2:16]Br.C(=O)([O-])[O-].[K+].[K+].O. (3) Given the product [CH3:11][C@H:9]1[CH2:10][N:5]2[N:4]=[CH:3][C:2]([N:21]3[C:22](=[O:24])[CH2:23][NH:19][CH2:20]3)=[C:6]2[CH2:7][N:8]1[C:12]([O:14][C:15]([CH3:18])([CH3:17])[CH3:16])=[O:13], predict the reactants needed to synthesize it. The reactants are: I[C:2]1[CH:3]=[N:4][N:5]2[CH2:10][C@H:9]([CH3:11])[N:8]([C:12]([O:14][C:15]([CH3:18])([CH3:17])[CH3:16])=[O:13])[CH2:7][C:6]=12.[NH:19]1[CH2:23][C:22](=[O:24])[NH:21][CH2:20]1.P([O-])([O-])([O-])=O.[K+].[K+].[K+].[C@H]1(N)CCCC[C@@H]1N. (4) Given the product [Br:1][C:2]1[CH:3]=[C:4]2[C:9](=[CH:10][CH:11]=1)[N:8]=[C:7]([NH:12][CH2:13][C:14]1[CH:19]=[CH:18][C:17]([O:20][CH3:21])=[CH:16][CH:15]=1)[C:6]([N:41]1[C@H:36]([CH3:35])[CH2:37][O:38][CH2:39][C:40]1=[O:42])=[CH:5]2, predict the reactants needed to synthesize it. The reactants are: [Br:1][C:2]1[CH:3]=[C:4]2[C:9](=[CH:10][CH:11]=1)[N:8]=[C:7]([NH:12][CH2:13][C:14]1[CH:19]=[CH:18][C:17]([O:20][CH3:21])=[CH:16][CH:15]=1)[C:6](I)=[CH:5]2.C(C1CCCCC1=O)(=O)C(C)C.[CH3:35][C@H:36]1[NH:41][C:40](=[O:42])[CH2:39][O:38][CH2:37]1.C(=O)([O-])[O-].[Cs+].[Cs+]. (5) Given the product [ClH:44].[O:20]1[CH2:21][CH2:22][N:17]([C:14]([CH:11]2[CH2:10][CH2:9][NH:8][CH2:13][CH2:12]2)=[O:16])[CH2:18][CH2:19]1, predict the reactants needed to synthesize it. The reactants are: C(OC([N:8]1[CH2:13][CH2:12][CH:11]([C:14]([OH:16])=O)[CH2:10][CH2:9]1)=O)(C)(C)C.[NH:17]1[CH2:22][CH2:21][O:20][CH2:19][CH2:18]1.C(N=C=NCCCN(C)C)C.ON1C2C=CC=CC=2N=N1.[ClH:44].